This data is from Reaction yield outcomes from USPTO patents with 853,638 reactions. The task is: Predict the reaction yield, written as a fraction of the theoretical maximum amount of product (1.0 means a 100% yield; for example, 0.34 means a 34% yield). (1) The reactants are [CH2:1]([O:8][C:9]1[CH:14]=[CH:13][C:12](B(O)O)=[CH:11][CH:10]=1)[C:2]1[CH:7]=[CH:6][CH:5]=[CH:4][CH:3]=1.Br/[CH:19]=[CH:20]/[C:21]([F:24])([F:23])[F:22].C(=O)([O-])[O-].[Cs+].[Cs+]. The catalyst is O.CN(C=O)C.CCOC(C)=O. The product is [CH2:1]([O:8][C:9]1[CH:14]=[CH:13][C:12](/[CH:19]=[CH:20]/[C:21]([F:24])([F:23])[F:22])=[CH:11][CH:10]=1)[C:2]1[CH:7]=[CH:6][CH:5]=[CH:4][CH:3]=1. The yield is 0.740. (2) The reactants are [CH2:1]([C:8]1[S:12][C:11]([NH2:13])=[N:10][C:9]=1[C:14]1[CH:19]=[CH:18][C:17]([O:20][CH3:21])=[CH:16][CH:15]=1)[C:2]1[CH:7]=[CH:6][CH:5]=[CH:4][CH:3]=1.[CH3:22][O:23][C:24]1[CH:25]=[C:26]([CH2:32][CH2:33][C:34](Cl)=[O:35])[CH:27]=[CH:28][C:29]=1[O:30][CH3:31]. No catalyst specified. The product is [CH2:1]([C:8]1[S:12][C:11]([NH:13][C:34](=[O:35])[CH2:33][CH2:32][C:26]2[CH:27]=[CH:28][C:29]([O:30][CH3:31])=[C:24]([O:23][CH3:22])[CH:25]=2)=[N:10][C:9]=1[C:14]1[CH:15]=[CH:16][C:17]([O:20][CH3:21])=[CH:18][CH:19]=1)[C:2]1[CH:3]=[CH:4][CH:5]=[CH:6][CH:7]=1. The yield is 0.650. (3) The reactants are [C:1]([N:5]1[CH:9]=[C:8]([C:10]2[O:18][C:17](=O)[C:16]3[C:12](=[N:13][N:14]([CH3:20])[CH:15]=3)[CH:11]=2)[CH:7]=[N:6]1)([CH3:4])([CH3:3])[CH3:2].C([O-])(=O)C.[NH4+:25]. The catalyst is CS(C)=O.O. The product is [C:1]([N:5]1[CH:9]=[C:8]([C:10]2[NH:25][C:17](=[O:18])[C:16]3=[CH:15][N:14]([CH3:20])[N:13]=[C:12]3[CH:11]=2)[CH:7]=[N:6]1)([CH3:4])([CH3:3])[CH3:2]. The yield is 0.900.